From a dataset of Catalyst prediction with 721,799 reactions and 888 catalyst types from USPTO. Predict which catalyst facilitates the given reaction. (1) Reactant: [NH2:1][CH:2]([CH2:5][CH2:6][CH2:7][CH3:8])[CH2:3][OH:4].C(NC(C)C)(C)C.[C:16](O[C:16]([O:18][C:19]([CH3:22])([CH3:21])[CH3:20])=[O:17])([O:18][C:19]([CH3:22])([CH3:21])[CH3:20])=[O:17]. Product: [C:19]([O:18][C:16](=[O:17])[NH:1][CH:2]([CH2:3][OH:4])[CH2:5][CH2:6][CH2:7][CH3:8])([CH3:22])([CH3:21])[CH3:20]. The catalyst class is: 2. (2) Reactant: C(N(C(C)C)C(C)C)C.Cl[C:11]1[S:12][C:13]2[CH:19]=[CH:18][CH:17]=[CH:16][C:14]=2[N:15]=1.[CH2:20]([O:27][CH:28]1[CH2:31][CH:30]([NH2:32])[CH2:29]1)[C:21]1[CH:26]=[CH:25][CH:24]=[CH:23][CH:22]=1. Product: [S:12]1[C:13]2[CH:19]=[CH:18][CH:17]=[CH:16][C:14]=2[N:15]=[C:11]1[NH:32][C@H:30]1[CH2:31][C@@H:28]([O:27][CH2:20][C:21]2[CH:26]=[CH:25][CH:24]=[CH:23][CH:22]=2)[CH2:29]1. The catalyst class is: 474. (3) Reactant: [OH:1][C:2]1[CH:7]=[CH:6][C:5]([CH2:8][C:9]([O:11][CH3:12])=[O:10])=[CH:4][CH:3]=1. Product: [CH3:12][O:11][C:9](=[O:10])[CH2:8][C@H:5]1[CH2:6][CH2:7][C@@H:2]([OH:1])[CH2:3][CH2:4]1. The catalyst class is: 847. (4) Reactant: Cl.[Br:2][C:3]1[CH:4]=[C:5]2[C:9](=[CH:10][CH:11]=1)[N:8]([S:12]([C:15]1[CH:20]=[CH:19][CH:18]=[CH:17][CH:16]=1)(=[O:14])=[O:13])[C:7]([C:21]([O:23][CH2:24][CH3:25])=[O:22])=[C:6]2[S:26]([N:29]1[CH2:34][CH2:33][NH:32][CH2:31][CH2:30]1)(=[O:28])=[O:27].C(N(CC)CC)C.[CH3:42][O:43][C:44]1[CH:49]=[CH:48][C:47]([S:50](Cl)(=[O:52])=[O:51])=[CH:46][CH:45]=1. Product: [Br:2][C:3]1[CH:4]=[C:5]2[C:9](=[CH:10][CH:11]=1)[N:8]([S:12]([C:15]1[CH:20]=[CH:19][CH:18]=[CH:17][CH:16]=1)(=[O:14])=[O:13])[C:7]([C:21]([O:23][CH2:24][CH3:25])=[O:22])=[C:6]2[S:26]([N:29]1[CH2:30][CH2:31][N:32]([S:50]([C:47]2[CH:46]=[CH:45][C:44]([O:43][CH3:42])=[CH:49][CH:48]=2)(=[O:52])=[O:51])[CH2:33][CH2:34]1)(=[O:27])=[O:28]. The catalyst class is: 4.